From a dataset of Forward reaction prediction with 1.9M reactions from USPTO patents (1976-2016). Predict the product of the given reaction. (1) Given the reactants [ClH:1].[NH2:2][C:3]1[C:12]2[N:13]=[C:14]([CH2:33][CH2:34][CH2:35][CH3:36])[N:15]([CH2:16][CH2:17][CH2:18][CH2:19][NH:20][S:21]([C:24]3[CH:29]=[CH:28][CH:27]=[C:26]([N+:30]([O-])=O)[CH:25]=3)(=[O:23])=[O:22])[C:11]=2[C:10]2[CH:9]=[CH:8][CH:7]=[CH:6][C:5]=2[N:4]=1, predict the reaction product. The product is: [ClH:1].[NH2:2][C:3]1[C:12]2[N:13]=[C:14]([CH2:33][CH2:34][CH2:35][CH3:36])[N:15]([CH2:16][CH2:17][CH2:18][CH2:19][NH:20][S:21]([C:24]3[CH:29]=[CH:28][CH:27]=[C:26]([NH2:30])[CH:25]=3)(=[O:23])=[O:22])[C:11]=2[C:10]2[CH:9]=[CH:8][CH:7]=[CH:6][C:5]=2[N:4]=1. (2) The product is: [CH2:23]([O:22][C:20]([N:17]1[CH2:16][CH2:15][CH:14]([C@H:12]2[CH2:13][C@H:11]2[CH2:10][CH2:9][O:8][C:7]2[C:6]([F:38])=[CH:33][C:32]([CH2:41][C:39]([OH:45])=[O:40])=[C:31]([F:37])[CH:30]=2)[CH2:19][CH2:18]1)=[O:21])[C:24]1[CH:25]=[CH:26][CH:27]=[CH:28][CH:29]=1. Given the reactants C(O[C:6]1([F:38])[C:33](CC=O)=[CH:32][C:31]([F:37])=[CH:30][CH:7]1[O:8][CH2:9][CH2:10][C@@H:11]1[CH2:13][C@@H:12]1[CH:14]1[CH2:19][CH2:18][N:17]([C:20]([O:22][CH2:23][C:24]2[CH:29]=[CH:28][CH:27]=[CH:26][CH:25]=2)=[O:21])[CH2:16][CH2:15]1)(C)(C)C.[C:39]([OH:45])([C:41](F)(F)F)=[O:40], predict the reaction product. (3) Given the reactants N#N.[Br:3][C:4]1[CH:9]=[CH:8][C:7]([CH2:10][C@@H:11]([NH:25]C(=O)OC(C)(C)C)[C:12]2[NH:16][C:15]3[CH:17]=[CH:18][C:19]([C:21]([F:24])([F:23])[F:22])=[CH:20][C:14]=3[N:13]=2)=[CH:6][CH:5]=1.[ClH:33], predict the reaction product. The product is: [ClH:33].[ClH:33].[Br:3][C:4]1[CH:9]=[CH:8][C:7]([CH2:10][C@H:11]([C:12]2[NH:16][C:15]3[CH:17]=[CH:18][C:19]([C:21]([F:23])([F:22])[F:24])=[CH:20][C:14]=3[N:13]=2)[NH2:25])=[CH:6][CH:5]=1. (4) Given the reactants [NH2:1][C:2]1[C:7]([C:8]#[N:9])=[CH:6][CH:5]=[CH:4][N:3]=1.[C:10]1([CH2:16][CH2:17][CH2:18][CH2:19][CH2:20][C:21](Cl)=[O:22])[CH:15]=[CH:14][CH:13]=[CH:12][CH:11]=1.O, predict the reaction product. The product is: [C:8]([C:7]1[C:2]([NH:1][C:21](=[O:22])[CH2:20][CH2:19][CH2:18][CH2:17][CH2:16][C:10]2[CH:11]=[CH:12][CH:13]=[CH:14][CH:15]=2)=[N:3][CH:4]=[CH:5][CH:6]=1)#[N:9]. (5) Given the reactants [Br:1][C:2]1[C:3]([C:20]2[S:24][C:23]3[CH:25]=[CH:26][C:27]([O:29][CH2:30][CH2:31][N:32]4[CH2:37][CH2:36][N:35](C(OC(C)(C)C)=O)[CH2:34][CH2:33]4)=[CH:28][C:22]=3[CH:21]=2)=[N:4][C:5]([NH:8][CH2:9][CH2:10][N:11]2[C:15]([CH3:17])([CH3:16])[C:14](=[O:18])[NH:13][C:12]2=[O:19])=[N:6][CH:7]=1.FC(F)(F)C(O)=O, predict the reaction product. The product is: [Br:1][C:2]1[C:3]([C:20]2[S:24][C:23]3[CH:25]=[CH:26][C:27]([O:29][CH2:30][CH2:31][N:32]4[CH2:37][CH2:36][NH:35][CH2:34][CH2:33]4)=[CH:28][C:22]=3[CH:21]=2)=[N:4][C:5]([NH:8][CH2:9][CH2:10][N:11]2[C:15]([CH3:17])([CH3:16])[C:14](=[O:18])[NH:13][C:12]2=[O:19])=[N:6][CH:7]=1. (6) Given the reactants C(OC([N:8]1[CH2:14][CH2:13][CH2:12][N:11]([C:15]2[CH:20]=[CH:19][C:18]([O:21][CH3:22])=[CH:17][C:16]=2[O:23][CH3:24])[CH2:10][CH2:9]1)=O)(C)(C)C.[ClH:25], predict the reaction product. The product is: [ClH:25].[CH3:24][O:23][C:16]1[CH:17]=[C:18]([O:21][CH3:22])[CH:19]=[CH:20][C:15]=1[N:11]1[CH2:12][CH2:13][CH2:14][NH:8][CH2:9][CH2:10]1. (7) The product is: [CH:1]1([CH2:6][CH:7]([N:11]2[C:16](=[O:17])[CH:15]=[C:14]([O:18][C:19]3[CH:24]=[CH:23][CH:22]=[CH:21][C:20]=3[F:25])[CH:13]=[N:12]2)[C:8]([NH:26][C:27]2[CH:31]=[CH:30][N:29]([CH2:32][C:33]([OH:35])([CH3:36])[CH3:34])[N:28]=2)=[O:9])[CH2:2][CH2:3][CH2:4][CH2:5]1. Given the reactants [CH:1]1([CH2:6][CH:7]([N:11]2[C:16](=[O:17])[CH:15]=[C:14]([O:18][C:19]3[CH:24]=[CH:23][CH:22]=[CH:21][C:20]=3[F:25])[CH:13]=[N:12]2)[C:8](O)=[O:9])[CH2:5][CH2:4][CH2:3][CH2:2]1.[NH2:26][C:27]1[CH:31]=[CH:30][N:29]([CH2:32][C:33]([CH3:36])([OH:35])[CH3:34])[N:28]=1, predict the reaction product. (8) Given the reactants [C:1](=[O:4])([O-])[O-].[K+].[K+].Cl[C:8]1C=[C:10]([C:14](=O)[C:15]([C:17]2[CH:22]=[CH:21][C:20]([O:23][CH:24]([F:26])[F:25])=[C:19]([CH3:27])[CH:18]=2)=O)[CH:11]=[CH:12][CH:13]=1.[ClH:29].[CH3:30][NH:31][C:32]([NH2:34])=[NH:33].O1CCOCC1, predict the reaction product. The product is: [NH2:33][C:32]1[N:31]([CH3:30])[C:1](=[O:4])[C:15]([C:14]2[CH:8]=[CH:13][CH:12]=[C:11]([Cl:29])[CH:10]=2)([C:17]2[CH:22]=[CH:21][C:20]([O:23][CH:24]([F:25])[F:26])=[C:19]([CH3:27])[CH:18]=2)[N:34]=1. (9) The product is: [C:11]([O:15][C:16]([N:18]1[C@H:23]([CH:24]=[O:25])[C@@H:22]2[CH2:26][C@H:19]1[CH2:20][CH2:21]2)=[O:17])([CH3:14])([CH3:12])[CH3:13]. Given the reactants C(Cl)(=O)C(Cl)=O.CS(C)=O.[C:11]([O:15][C:16]([N:18]1[C@H:23]([CH2:24][OH:25])[C@@H:22]2[CH2:26][C@H:19]1[CH2:20][CH2:21]2)=[O:17])([CH3:14])([CH3:13])[CH3:12].CCN(C(C)C)C(C)C, predict the reaction product.